This data is from NCI-60 drug combinations with 297,098 pairs across 59 cell lines. The task is: Regression. Given two drug SMILES strings and cell line genomic features, predict the synergy score measuring deviation from expected non-interaction effect. (1) Drug 2: CNC(=O)C1=NC=CC(=C1)OC2=CC=C(C=C2)NC(=O)NC3=CC(=C(C=C3)Cl)C(F)(F)F. Cell line: BT-549. Drug 1: CC1=C(N=C(N=C1N)C(CC(=O)N)NCC(C(=O)N)N)C(=O)NC(C(C2=CN=CN2)OC3C(C(C(C(O3)CO)O)O)OC4C(C(C(C(O4)CO)O)OC(=O)N)O)C(=O)NC(C)C(C(C)C(=O)NC(C(C)O)C(=O)NCCC5=NC(=CS5)C6=NC(=CS6)C(=O)NCCC[S+](C)C)O. Synergy scores: CSS=24.5, Synergy_ZIP=-6.79, Synergy_Bliss=0.707, Synergy_Loewe=-32.6, Synergy_HSA=-2.17. (2) Drug 1: CC1=C(N=C(N=C1N)C(CC(=O)N)NCC(C(=O)N)N)C(=O)NC(C(C2=CN=CN2)OC3C(C(C(C(O3)CO)O)O)OC4C(C(C(C(O4)CO)O)OC(=O)N)O)C(=O)NC(C)C(C(C)C(=O)NC(C(C)O)C(=O)NCCC5=NC(=CS5)C6=NC(=CS6)C(=O)NCCC[S+](C)C)O. Drug 2: CC1C(C(CC(O1)OC2CC(CC3=C2C(=C4C(=C3O)C(=O)C5=C(C4=O)C(=CC=C5)OC)O)(C(=O)CO)O)N)O.Cl. Cell line: ACHN. Synergy scores: CSS=63.3, Synergy_ZIP=-6.32, Synergy_Bliss=-10.8, Synergy_Loewe=-5.78, Synergy_HSA=-4.38. (3) Drug 1: C(CC(=O)O)C(=O)CN.Cl. Drug 2: CC(C)NC(=O)C1=CC=C(C=C1)CNNC.Cl. Cell line: NCIH23. Synergy scores: CSS=15.0, Synergy_ZIP=2.09, Synergy_Bliss=4.50, Synergy_Loewe=4.72, Synergy_HSA=5.47. (4) Drug 1: CC1=C(C=C(C=C1)C(=O)NC2=CC(=CC(=C2)C(F)(F)F)N3C=C(N=C3)C)NC4=NC=CC(=N4)C5=CN=CC=C5. Drug 2: CC1C(C(CC(O1)OC2CC(CC3=C2C(=C4C(=C3O)C(=O)C5=C(C4=O)C(=CC=C5)OC)O)(C(=O)CO)O)N)O.Cl. Cell line: SR. Synergy scores: CSS=45.2, Synergy_ZIP=1.84, Synergy_Bliss=0.787, Synergy_Loewe=-22.8, Synergy_HSA=0.393. (5) Drug 1: C1CC(=O)NC(=O)C1N2CC3=C(C2=O)C=CC=C3N. Drug 2: C1CN1P(=S)(N2CC2)N3CC3. Cell line: MALME-3M. Synergy scores: CSS=10.8, Synergy_ZIP=-1.60, Synergy_Bliss=1.11, Synergy_Loewe=-3.01, Synergy_HSA=1.56. (6) Drug 1: C1CCN(CC1)CCOC2=CC=C(C=C2)C(=O)C3=C(SC4=C3C=CC(=C4)O)C5=CC=C(C=C5)O. Drug 2: C1=C(C(=O)NC(=O)N1)F. Cell line: MDA-MB-435. Synergy scores: CSS=35.0, Synergy_ZIP=5.30, Synergy_Bliss=4.99, Synergy_Loewe=2.05, Synergy_HSA=2.74.